From a dataset of Full USPTO retrosynthesis dataset with 1.9M reactions from patents (1976-2016). Predict the reactants needed to synthesize the given product. (1) Given the product [CH3:1][O:2][C:3]1[CH:4]=[C:5]2[C:9](=[CH:10][CH:11]=1)[N:8]([CH2:38][CH:39]1[CH2:41][O:40]1)[CH:7]=[C:6]2[C:12]1[N:24]([S:25]([C:28]2[CH:34]=[CH:33][C:31]([CH3:32])=[CH:30][CH:29]=2)(=[O:27])=[O:26])[C:15]2=[N:16][CH:17]=[C:18]3[CH:22]=[N:21][N:20]([CH3:23])[C:19]3=[C:14]2[CH:13]=1, predict the reactants needed to synthesize it. The reactants are: [CH3:1][O:2][C:3]1[CH:4]=[C:5]2[C:9](=[CH:10][CH:11]=1)[NH:8][CH:7]=[C:6]2[C:12]1[N:24]([S:25]([C:28]2[CH:34]=[CH:33][C:31]([CH3:32])=[CH:30][CH:29]=2)(=[O:27])=[O:26])[C:15]2=[N:16][CH:17]=[C:18]3[CH:22]=[N:21][N:20]([CH3:23])[C:19]3=[C:14]2[CH:13]=1.[H-].[Na+].Cl[CH2:38][CH:39]1[CH2:41][O:40]1. (2) Given the product [C:18]([O:26][CH2:27][CH2:28][CH2:29][N:30]1[C:38]2[C:33](=[CH:34][C:35]([CH2:41][C@H:42]([NH2:44])[CH3:43])=[CH:36][C:37]=2[C:39]#[N:40])[CH2:32][CH2:31]1)(=[O:25])[C:19]1[CH:20]=[CH:21][CH:22]=[CH:23][CH:24]=1, predict the reactants needed to synthesize it. The reactants are: C(=O)([O-])[O-].[K+].[K+].O.C([C@@H]([C@H](C(O)=O)O)O)(O)=O.[C:18]([O:26][CH2:27][CH2:28][CH2:29][N:30]1[C:38]2[C:33](=[CH:34][C:35]([CH2:41][C@H:42]([NH2:44])[CH3:43])=[CH:36][C:37]=2[C:39]#[N:40])[CH2:32][CH2:31]1)(=[O:25])[C:19]1[CH:24]=[CH:23][CH:22]=[CH:21][CH:20]=1. (3) Given the product [F:30][C:27]1[CH:28]=[CH:29][C:24]([CH2:23][N:12]2[CH:13]=[CH:14][C:15]3[C:20](=[CH:19][CH:18]=[CH:17][CH:16]=3)[C:11]2=[O:21])=[CH:25][CH:26]=1, predict the reactants needed to synthesize it. The reactants are: C[Si]([N-][Si](C)(C)C)(C)C.[Na+].[C:11]1(=[O:21])[C:20]2[C:15](=[CH:16][CH:17]=[CH:18][CH:19]=2)[CH:14]=[CH:13][NH:12]1.Br[CH2:23][C:24]1[CH:29]=[CH:28][C:27]([F:30])=[CH:26][CH:25]=1. (4) Given the product [CH3:1][N:2]1[C:6]([C@H:7]2[CH2:12][C@@H:11]([C:13]3[O:17][NH:16][C:15](=[O:18])[CH:14]=3)[CH2:10][CH2:9][N:8]2[C:19]([O:21][CH2:22][C:23]2[CH:24]=[CH:25][CH:26]=[CH:27][CH:28]=2)=[O:20])=[N:5][N:4]=[N:3]1, predict the reactants needed to synthesize it. The reactants are: [CH3:1][N:2]1[C:6]([CH:7]2[CH2:12][CH:11]([C:13]3[O:17][NH:16][C:15](=[O:18])[CH:14]=3)[CH2:10][CH2:9][N:8]2[C:19]([O:21][CH2:22][C:23]2[CH:28]=[CH:27][CH:26]=[CH:25][CH:24]=2)=[O:20])=[N:5][N:4]=[N:3]1.CCCCCCC.CCO. (5) The reactants are: [Br:1][C:2]1[CH:3]=[C:4]([CH:10]([CH2:16][CH:17]([CH3:19])[CH3:18])[C:11]([O:13][CH2:14][CH3:15])=[O:12])[CH:5]=[C:6]([Cl:9])[C:7]=1[OH:8].C([O-])([O-])=O.[K+].[K+].[F:26][C:27]([F:31])([F:30])[CH2:28]I.O. Given the product [Br:1][C:2]1[CH:3]=[C:4]([CH:10]([CH2:16][CH:17]([CH3:18])[CH3:19])[C:11]([O:13][CH2:14][CH3:15])=[O:12])[CH:5]=[C:6]([Cl:9])[C:7]=1[O:8][CH2:28][C:27]([F:31])([F:30])[F:26], predict the reactants needed to synthesize it. (6) Given the product [CH3:9][O:10][C:11](=[O:19])[CH:12]([NH:13][C:25](=[O:26])[C:24]1[CH:28]=[CH:29][CH:30]=[C:22]([CH:20]=[O:21])[CH:23]=1)[CH2:14][C:15]([O:17][CH3:18])=[O:16], predict the reactants needed to synthesize it. The reactants are: C(N(CC)CC)C.Cl.[CH3:9][O:10][C:11](=[O:19])[C@H:12]([CH2:14][C:15]([O:17][CH3:18])=[O:16])[NH2:13].[CH:20]([C:22]1[CH:23]=[C:24]([CH:28]=[CH:29][CH:30]=1)[C:25](Cl)=[O:26])=[O:21]. (7) Given the product [C:1]1([CH3:14])[CH:6]=[CH:5][CH:4]=[CH:3][C:2]=1[C:7]1[O:8][CH:9]=[C:10]([CH2:12][O:26][C:22]2[CH:21]=[CH:20][CH:19]=[C:18]3[C:23]=2[CH:24]=[CH:25][C:16]([NH:15][S:27]([C:30]([F:33])([F:32])[F:31])(=[O:29])=[O:28])=[CH:17]3)[N:11]=1, predict the reactants needed to synthesize it. The reactants are: [C:1]1([CH3:14])[CH:6]=[CH:5][CH:4]=[CH:3][C:2]=1[C:7]1[O:8][CH:9]=[C:10]([CH2:12]Cl)[N:11]=1.[NH2:15][C:16]1[CH:25]=[CH:24][C:23]2[C:22]([OH:26])=[CH:21][CH:20]=[CH:19][C:18]=2[CH:17]=1.[S:27](O[S:27]([C:30]([F:33])([F:32])[F:31])(=[O:29])=[O:28])([C:30]([F:33])([F:32])[F:31])(=[O:29])=[O:28]. (8) Given the product [CH2:22]([O:21][C:11]1[C:7]2[NH:8][C:9]3[CH:10]=[C:2]([C:32]4[CH:37]=[CH:36][N:35]=[CH:34][CH:33]=4)[CH:3]=[CH:4][C:5]=3[C:6]=2[N:14]=[C:13]([N:15]2[CH2:20][CH2:19][NH:18][CH2:17][CH2:16]2)[N:12]=1)[CH3:23], predict the reactants needed to synthesize it. The reactants are: Br[C:2]1[CH:3]=[CH:4][C:5]2[C:6]3[N:14]=[C:13]([N:15]4[CH2:20][CH2:19][NH:18][CH2:17][CH2:16]4)[N:12]=[C:11]([O:21][CH2:22][CH3:23])[C:7]=3[NH:8][C:9]=2[CH:10]=1.CC1(C)C(C)(C)OB([C:32]2[CH:37]=[CH:36][N:35]=[CH:34][CH:33]=2)O1.[O-]P([O-])([O-])=O.[K+].[K+].[K+].COC1C=CC=C(OC)C=1C1C=CC=CC=1P(C1CCCCC1)C1CCCCC1.